Dataset: Forward reaction prediction with 1.9M reactions from USPTO patents (1976-2016). Task: Predict the product of the given reaction. (1) Given the reactants [C:1]([C:4]1[CH:5]=[C:6]2[C:10](=[CH:11][CH:12]=1)[CH2:9][N:8]([C:13](=[O:35])[CH2:14][CH2:15][CH2:16][CH2:17][CH2:18][N:19]1[CH2:24][CH2:23][N:22]([C:25]3[CH:30]=[CH:29][CH:28]=[C:27]([C:31]([F:34])([F:33])[F:32])[CH:26]=3)[CH2:21][CH2:20]1)[CH2:7]2)(O)=[O:2].[NH:36]1[CH2:41][CH2:40][O:39][CH2:38][CH2:37]1, predict the reaction product. The product is: [O:39]1[CH2:40][CH2:41][N:36]([C:1]([C:4]2[CH:5]=[C:6]3[C:10](=[CH:11][CH:12]=2)[CH2:9][N:8]([C:13](=[O:35])[CH2:14][CH2:15][CH2:16][CH2:17][CH2:18][N:19]2[CH2:24][CH2:23][N:22]([C:25]4[CH:30]=[CH:29][CH:28]=[C:27]([C:31]([F:32])([F:33])[F:34])[CH:26]=4)[CH2:21][CH2:20]2)[CH2:7]3)=[O:2])[CH2:37][CH2:38]1. (2) Given the reactants [N:1]1[C:10]2[C:5](=[CH:6][C:7]([CH2:11][N:12]3[C:16]4=[N:17][C:18]([N:21]5[CH2:25][CH2:24][CH:23]([C:26](O)=[O:27])[CH2:22]5)=[CH:19][N:20]=[C:15]4[N:14]=[N:13]3)=[CH:8][CH:9]=2)[CH:4]=[CH:3][CH:2]=1.O.O[N:31]1C2C=CC=CC=2N=N1.Cl.CN(C)CCCN=C=NCC.CN1CCOCC1.N, predict the reaction product. The product is: [N:1]1[C:10]2[C:5](=[CH:6][C:7]([CH2:11][N:12]3[C:16]4=[N:17][C:18]([N:21]5[CH2:25][CH2:24][CH:23]([C:26]([NH2:31])=[O:27])[CH2:22]5)=[CH:19][N:20]=[C:15]4[N:14]=[N:13]3)=[CH:8][CH:9]=2)[CH:4]=[CH:3][CH:2]=1. (3) The product is: [N+:14]([C:11]1[CH:10]=[N:9][C:8]([N:4]2[CH2:5][CH2:6][C@H:2]([OH:1])[CH2:3]2)=[N:13][CH:12]=1)([O-:16])=[O:15]. Given the reactants [OH:1][C@H:2]1[CH2:6][CH2:5][NH:4][CH2:3]1.Cl[C:8]1[N:13]=[CH:12][C:11]([N+:14]([O-:16])=[O:15])=[CH:10][N:9]=1, predict the reaction product. (4) Given the reactants [Cl:1][C:2]1[CH:10]=[CH:9][C:5]([C:6](O)=[O:7])=[C:4]([NH:11][S:12]([C:15]2[CH:20]=[CH:19][C:18]([Cl:21])=[C:17]([C:22]([F:25])([F:24])[F:23])[CH:16]=2)(=[O:14])=[O:13])[CH:3]=1.C(=O)=O.Cl.[CH3:30][NH:31][O:32][CH3:33].O, predict the reaction product. The product is: [Cl:1][C:2]1[CH:10]=[CH:9][C:5]([C:6]([N:31]([O:32][CH3:33])[CH3:30])=[O:7])=[C:4]([NH:11][S:12]([C:15]2[CH:20]=[CH:19][C:18]([Cl:21])=[C:17]([C:22]([F:24])([F:25])[F:23])[CH:16]=2)(=[O:14])=[O:13])[CH:3]=1.